This data is from Forward reaction prediction with 1.9M reactions from USPTO patents (1976-2016). The task is: Predict the product of the given reaction. (1) Given the reactants [NH2:1][C:2]1[C:3]([C:14]([NH:16][C@H:17]2[CH2:22][CH2:21][CH2:20][CH2:19][C@@H:18]2[OH:23])=[O:15])=[CH:4][C:5]([Br:13])=[C:6]2[C:11]=1[N:10]([CH3:12])[CH2:9][CH2:8][CH2:7]2.[C:24]1(C)C=CC=CC=1, predict the reaction product. The product is: [Br:13][C:5]1[CH:4]=[C:3]2[C:2](=[C:11]3[N:10]([CH3:12])[CH2:9][CH2:8][CH2:7][C:6]=13)[N:1]=[CH:24][N:16]([C@H:17]1[CH2:22][CH2:21][CH2:20][CH2:19][C@@H:18]1[OH:23])[C:14]2=[O:15]. (2) Given the reactants [CH:1]1([C:4]2[C:9]([C:10]([OH:12])=O)=[C:8]([CH3:13])[CH:7]=[C:6]([N:14]3[CH2:19][CH2:18][O:17][CH2:16][CH2:15]3)[N:5]=2)[CH2:3][CH2:2]1.C(N(C(C)C)C(C)C)C.C(N=C=NCCCN(C)C)C.O.ON1C2C=CC=CC=2N=N1.[NH2:51][CH2:52][C@@H:53]1[CH2:58][CH2:57][CH2:56][CH2:55][C@H:54]1[OH:59], predict the reaction product. The product is: [CH:1]1([C:4]2[C:9]([C:10]([NH:51][CH2:52][C@@H:53]3[CH2:58][CH2:57][CH2:56][CH2:55][C@H:54]3[OH:59])=[O:12])=[C:8]([CH3:13])[CH:7]=[C:6]([N:14]3[CH2:19][CH2:18][O:17][CH2:16][CH2:15]3)[N:5]=2)[CH2:2][CH2:3]1. (3) Given the reactants Cl.[Cl:2][C:3]1[CH:4]=[C:5]([S:15]([NH2:18])(=[O:17])=[O:16])[CH:6]=[N:7][C:8]=1[O:9][C@@H:10]1[CH2:14][CH2:13][NH:12][CH2:11]1.[F:19][CH:20]([F:23])[CH2:21]I.C([O-])([O-])=O.[Na+].[Na+], predict the reaction product. The product is: [Cl:2][C:3]1[CH:4]=[C:5]([S:15]([NH2:18])(=[O:16])=[O:17])[CH:6]=[N:7][C:8]=1[O:9][C@@H:10]1[CH2:14][CH2:13][N:12]([CH2:21][CH:20]([F:23])[F:19])[CH2:11]1. (4) Given the reactants [CH3:1][O:2][C:3]1[CH:8]=[CH:7][C:6]([CH3:9])=[CH:5][C:4]=1[NH:10][C:11](=[O:28])[NH:12][C:13]1[CH:18]=[CH:17][C:16]([N:19]2[CH2:24][CH2:23][CH:22]([C:25](O)=[O:26])[CH2:21][CH2:20]2)=[CH:15][CH:14]=1.[NH2:29][C:30]1[C:35]([CH3:36])=[CH:34][CH:33]=[CH:32][N:31]=1.CN(C(ON1N=NC2C=CC=NC1=2)=[N+](C)C)C.F[P-](F)(F)(F)(F)F.C(N(CC)CC)C, predict the reaction product. The product is: [CH3:36][C:35]1[C:30]([NH:29][C:25]([CH:22]2[CH2:23][CH2:24][N:19]([C:16]3[CH:17]=[CH:18][C:13]([NH:12][C:11]([NH:10][C:4]4[CH:5]=[C:6]([CH3:9])[CH:7]=[CH:8][C:3]=4[O:2][CH3:1])=[O:28])=[CH:14][CH:15]=3)[CH2:20][CH2:21]2)=[O:26])=[N:31][CH:32]=[CH:33][CH:34]=1. (5) Given the reactants [OH:1][C:2]1([CH2:15][NH:16][C:17]2[C:26]3[C:21](=[CH:22][CH:23]=[CH:24][CH:25]=3)[N:20]=[CH:19][C:18]=2[N+:27]([O-])=O)[CH2:7][CH2:6][N:5]([C:8]([O:10][C:11]([CH3:14])([CH3:13])[CH3:12])=[O:9])[CH2:4][CH2:3]1, predict the reaction product. The product is: [NH2:27][C:18]1[CH:19]=[N:20][C:21]2[C:26]([C:17]=1[NH:16][CH2:15][C:2]1([OH:1])[CH2:7][CH2:6][N:5]([C:8]([O:10][C:11]([CH3:13])([CH3:12])[CH3:14])=[O:9])[CH2:4][CH2:3]1)=[CH:25][CH:24]=[CH:23][CH:22]=2. (6) Given the reactants [CH3:1][S:2](Cl)(=[O:4])=[O:3].[OH:6][C@H:7]1[CH2:11][CH2:10][N:9]([C:12](=[O:15])[CH2:13][CH3:14])[CH2:8]1.CCN(CC)CC.O, predict the reaction product. The product is: [C:12]([N:9]1[CH2:10][CH2:11][C@H:7]([O:6][S:2]([CH3:1])(=[O:4])=[O:3])[CH2:8]1)(=[O:15])[CH2:13][CH3:14]. (7) Given the reactants C1(C)C=CC(S([O:10][CH2:11][CH2:12][O:13][CH2:14][C:15]([F:18])([F:17])[F:16])(=O)=O)=CC=1.[C:20]([O-])(=[S:22])[CH3:21].[K+].O, predict the reaction product. The product is: [C:20]([O:10][CH2:11][CH2:12][O:13][CH2:14][C:15]([F:16])([F:17])[F:18])(=[S:22])[CH3:21]. (8) Given the reactants C(O[C:6]([N:8]1[CH2:27][CH2:26][C:11]2([C:15](=[O:16])[N:14]([C:17]3[CH:22]=[CH:21][C:20]([Cl:23])=[C:19]([O:24][CH3:25])[CH:18]=3)[CH2:13][CH2:12]2)[CH2:10][CH2:9]1)=[O:7])(C)(C)C.Cl.[Cl:29][C:30]1[C:31]([C:40]([F:43])([F:42])[F:41])=[N:32][N:33]([CH2:36]C(O)=O)[C:34]=1[CH3:35].CN(C(ON1N=NC2C=CC=NC1=2)=[N+](C)C)C.F[P-](F)(F)(F)(F)F, predict the reaction product. The product is: [Cl:23][C:20]1[CH:21]=[CH:22][C:17]([N:14]2[CH2:13][CH2:12][C:11]3([CH2:10][CH2:9][N:8]([C:6](=[O:7])[CH2:36][N:33]4[C:34]([CH3:35])=[C:30]([Cl:29])[C:31]([C:40]([F:42])([F:43])[F:41])=[N:32]4)[CH2:27][CH2:26]3)[C:15]2=[O:16])=[CH:18][C:19]=1[O:24][CH3:25]. (9) Given the reactants [CH3:1][S:2]([C:5]1[CH:6]=[C:7]2[C:11](=[CH:12][CH:13]=1)[NH:10][CH:9]=[CH:8]2)(=[O:4])=[O:3].Cl[C:15]1[N:20]=[CH:19][C:18]([O:21][CH2:22][CH:23]2[CH2:28][CH2:27][N:26]([C:29]([O:31][C:32]([CH3:35])([CH3:34])[CH3:33])=[O:30])[CH2:25][CH2:24]2)=[CH:17][CH:16]=1, predict the reaction product. The product is: [C:32]([O:31][C:29]([N:26]1[CH2:27][CH2:28][CH:23]([CH2:22][O:21][C:18]2[CH:19]=[N:20][C:15]([N:10]3[C:11]4[C:7](=[CH:6][C:5]([S:2]([CH3:1])(=[O:4])=[O:3])=[CH:13][CH:12]=4)[CH:8]=[CH:9]3)=[CH:16][CH:17]=2)[CH2:24][CH2:25]1)=[O:30])([CH3:35])([CH3:33])[CH3:34].